Dataset: Reaction yield outcomes from USPTO patents with 853,638 reactions. Task: Predict the reaction yield, written as a fraction of the theoretical maximum amount of product (1.0 means a 100% yield; for example, 0.34 means a 34% yield). (1) The reactants are [F:1][C:2]1[CH:3]=[CH:4][C:5]([N:8]([C:10](=O)[CH2:11][CH2:12][N:13]2[CH2:17][CH2:16][CH2:15][CH2:14]2)N)=[N:6][CH:7]=1.C1(P(C2C=CC=CC=2)C2C=CC=CC=2)C=CC=CC=1.C([N:40](CC)CC)C.ClC(Cl)(Cl)C(Cl)(Cl)Cl. The catalyst is C1COCC1. The product is [F:1][C:2]1[CH:3]=[CH:4][C:5]2[N:8]([C:10]([CH2:11][CH2:12][N:13]3[CH2:17][CH2:16][CH2:15][CH2:14]3)=[N:40][N:6]=2)[CH:7]=1. The yield is 0.520. (2) The reactants are Br[C:2]1[CH:7]=[C:6]([CH2:8][NH:9][C:10]([C@@H:12]2[CH2:16][C@@H:15]([F:17])[CH2:14][N:13]2[S:18]([C:21]2[CH:26]=[CH:25][C:24]([F:27])=[CH:23][CH:22]=2)(=[O:20])=[O:19])=[O:11])[CH:5]=[C:4]([Cl:28])[N:3]=1.F[C:30]([F:41])([F:40])C1C=NC(B(O)O)=NC=1.[C:42](=[O:45])([O-])[O-].[Cs+].[Cs+].O. The catalyst is C(#N)C.C1C=CC(P(C2C=CC=CC=2)[C-]2C=CC=C2)=CC=1.C1C=CC(P(C2C=CC=CC=2)[C-]2C=CC=C2)=CC=1.Cl[Pd]Cl.[Fe+2]. The product is [Cl:28][C:4]1[CH:5]=[C:6]([CH2:8][NH:9][C:10]([C@@H:12]2[CH2:16][C@@H:15]([F:17])[CH2:14][N:13]2[S:18]([C:21]2[CH:26]=[CH:25][C:24]([F:27])=[CH:23][CH:22]=2)(=[O:20])=[O:19])=[O:11])[CH:7]=[C:2]([C:6]2[CH:7]=[CH:2][C:42]([O:45][CH:30]([F:40])[F:41])=[CH:4][CH:5]=2)[N:3]=1. The yield is 0.280. (3) The reactants are [Br:1][C:2]1[CH:3]=[C:4](I)[C:5]([OH:8])=[N:6][CH:7]=1.[C:10]([C:12]1[CH:17]=[CH:16][C:15]([F:18])=[CH:14][CH:13]=1)#[CH:11].N#N.CCOCC. The catalyst is C(N(CC)CC)C.[Cu]I.Cl[Pd](Cl)([P](C1C=CC=CC=1)(C1C=CC=CC=1)C1C=CC=CC=1)[P](C1C=CC=CC=1)(C1C=CC=CC=1)C1C=CC=CC=1. The product is [Br:1][C:2]1[CH:3]=[C:4]2[CH:11]=[C:10]([C:12]3[CH:17]=[CH:16][C:15]([F:18])=[CH:14][CH:13]=3)[O:8][C:5]2=[N:6][CH:7]=1. The yield is 0.640.